Dataset: Forward reaction prediction with 1.9M reactions from USPTO patents (1976-2016). Task: Predict the product of the given reaction. Given the reactants Br[CH2:2][CH2:3][C:4]1[CH:9]=[CH:8][C:7]([O:10][CH3:11])=[C:6]([O:12][CH3:13])[CH:5]=1.[SH:14][CH2:15][C:16]1[CH:21]=[CH:20][C:19]([OH:22])=[C:18]([O:23][CH3:24])[CH:17]=1, predict the reaction product. The product is: [CH3:13][O:12][C:6]1[CH:5]=[C:4]([CH:9]=[CH:8][C:7]=1[O:10][CH3:11])[CH2:3][CH2:2][S:14][CH2:15][C:16]1[CH:21]=[CH:20][C:19]([OH:22])=[C:18]([O:23][CH3:24])[CH:17]=1.